From a dataset of Catalyst prediction with 721,799 reactions and 888 catalyst types from USPTO. Predict which catalyst facilitates the given reaction. (1) Reactant: [OH:1][C:2]1[CH:7]=[CH:6][C:5]([N:8]2[CH2:13][CH2:12][NH:11][CH2:10][CH2:9]2)=[CH:4][CH:3]=1.[OH-].[Na+].[C:16](O[C:16]([O:18][C:19]([CH3:22])([CH3:21])[CH3:20])=[O:17])([O:18][C:19]([CH3:22])([CH3:21])[CH3:20])=[O:17]. Product: [OH:1][C:2]1[CH:3]=[CH:4][C:5]([N:8]2[CH2:13][CH2:12][N:11]([C:16]([O:18][C:19]([CH3:22])([CH3:21])[CH3:20])=[O:17])[CH2:10][CH2:9]2)=[CH:6][CH:7]=1. The catalyst class is: 6. (2) Reactant: [F:1][C:2]([F:31])([F:30])[C:3]1[CH:4]=[C:5]([C@H:13]2[O:17][C:16](=[O:18])[N:15]([CH2:19][C:20]3[CH:25]=[C:24]([S:26][CH3:27])[CH:23]=[CH:22][C:21]=3Br)[C@H:14]2[CH3:29])[CH:6]=[C:7]([C:9]([F:12])([F:11])[F:10])[CH:8]=1.[Cl:32][C:33]1[CH:38]=[C:37]([F:39])[C:36]([CH:40]([CH3:42])[CH3:41])=[CH:35][C:34]=1B(O)O.[OH-].[K+]. Product: [F:1][C:2]([F:31])([F:30])[C:3]1[CH:4]=[C:5]([C@H:13]2[O:17][C:16](=[O:18])[N:15]([CH2:19][C:20]3[CH:25]=[C:24]([S:26][CH3:27])[CH:23]=[CH:22][C:21]=3[C:34]3[CH:35]=[C:36]([CH:40]([CH3:42])[CH3:41])[C:37]([F:39])=[CH:38][C:33]=3[Cl:32])[C@H:14]2[CH3:29])[CH:6]=[C:7]([C:9]([F:12])([F:11])[F:10])[CH:8]=1. The catalyst class is: 75. (3) Reactant: [CH:1]1[CH:6]=[CH:5][C:4]([CH2:7][CH:8]=O)=[CH:3][CH:2]=1.C(O[BH-](OC(=O)C)OC(=O)C)(=O)C.[Na+].Cl.[CH3:25][O:26][C:27](=[O:37])[CH2:28][CH2:29][CH2:30][CH:31]1[CH2:36][CH2:35][NH:34][CH2:33][CH2:32]1.CCOC(C)=O. Product: [CH3:25][O:26][C:27](=[O:37])[CH2:28][CH2:29][CH2:30][CH:31]1[CH2:36][CH2:35][N:34]([CH2:8][CH2:7][C:4]2[CH:3]=[CH:2][CH:1]=[CH:6][CH:5]=2)[CH2:33][CH2:32]1. The catalyst class is: 1.